From a dataset of Catalyst prediction with 721,799 reactions and 888 catalyst types from USPTO. Predict which catalyst facilitates the given reaction. (1) Reactant: Cl.[N:2]1[N:3]=[CH:4][N:5]2[CH:10]=[CH:9][N:8]=[C:7]([N:11]3[CH2:15][CH2:14][C@H:13]([NH2:16])[CH2:12]3)[C:6]=12.[F:17][C:18]1[CH:23]=[CH:22][C:21]([N:24]2[CH:28]=[N:27][C:26]([C:29](O)=[O:30])=[N:25]2)=[CH:20][CH:19]=1.C(N(CC)C(C)C)C.CN(C(ON1N=NC2C=CC=NC1=2)=[N+](C)C)C.F[P-](F)(F)(F)(F)F. Product: [N:2]1[N:3]=[CH:4][N:5]2[CH:10]=[CH:9][N:8]=[C:7]([N:11]3[CH2:15][CH2:14][C@H:13]([NH:16][C:29]([C:26]4[N:27]=[CH:28][N:24]([C:21]5[CH:22]=[CH:23][C:18]([F:17])=[CH:19][CH:20]=5)[N:25]=4)=[O:30])[CH2:12]3)[C:6]=12. The catalyst class is: 39. (2) Reactant: [Cl:1][C:2]1[N:3]=[C:4](Cl)[C:5]2[CH2:10][CH2:9][CH:8]([C:11]3[CH:16]=[CH:15][C:14]([F:17])=[CH:13][CH:12]=3)[C:6]=2[N:7]=1.[CH2:19]([Sn](CCCC)(CCCC)C=C)[CH2:20]CC.[NH2:34][CH2:35][CH2:36][O:37][C:38]1[CH:45]=[C:44]([N+:46]([O-:48])=[O:47])[CH:43]=[CH:42][C:39]=1[C:40]#[N:41]. Product: [Cl:1][C:2]1[N:3]=[C:4]([CH2:19][CH2:20][NH:34][CH2:35][CH2:36][O:37][C:38]2[CH:45]=[C:44]([N+:46]([O-:48])=[O:47])[CH:43]=[CH:42][C:39]=2[C:40]#[N:41])[C:5]2[CH2:10][CH2:9][CH:8]([C:11]3[CH:16]=[CH:15][C:14]([F:17])=[CH:13][CH:12]=3)[C:6]=2[N:7]=1. The catalyst class is: 109. (3) Reactant: CC1C=CC(S([O:11][CH2:12][C@@H:13]2[CH2:17][O:16][C:15](=[O:18])[NH:14]2)(=O)=O)=CC=1.C([O-])([O-])=O.[Cs+].[Cs+].[C:25]1(O)[CH:30]=[CH:29][CH:28]=[CH:27][CH:26]=1. Product: [O:11]([CH2:12][C@@H:13]1[CH2:17][O:16][C:15](=[O:18])[NH:14]1)[C:25]1[CH:30]=[CH:29][CH:28]=[CH:27][CH:26]=1. The catalyst class is: 753. (4) The catalyst class is: 7. Reactant: [F-].C([N+](CCCC)(CCCC)CCCC)CCC.[Si]([O:26][C@@H:27]([CH2:38][O:39][CH2:40][CH3:41])[C:28]([NH:30][C:31]1[CH:36]=[N:35][C:34]([CH3:37])=[CH:33][N:32]=1)=[O:29])(C(C)(C)C)(C)C. Product: [CH2:40]([O:39][CH2:38][C@H:27]([OH:26])[C:28]([NH:30][C:31]1[CH:36]=[N:35][C:34]([CH3:37])=[CH:33][N:32]=1)=[O:29])[CH3:41].